From a dataset of Reaction yield outcomes from USPTO patents with 853,638 reactions. Predict the reaction yield, written as a fraction of the theoretical maximum amount of product (1.0 means a 100% yield; for example, 0.34 means a 34% yield). (1) The reactants are [CH3:1][N:2]([CH3:8])[C@H:3]1[CH2:7][CH2:6][NH:5][CH2:4]1.C(N(CC)CC)C.F[C:17]1[C:18]([C:36]2[CH:41]=[CH:40][CH:39]=[CH:38][CH:37]=2)=[C:19]([CH3:35])[C:20]([C:33]#[N:34])=[C:21]2[C:25]=1[O:24][C:23]([C:26]1[CH:31]=[CH:30][CH:29]=[CH:28][C:27]=1[OH:32])=[N:22]2. The catalyst is CS(C)=O. The product is [CH3:1][N:2]([CH3:8])[C@H:3]1[CH2:7][CH2:6][N:5]([C:17]2[C:18]([C:36]3[CH:41]=[CH:40][CH:39]=[CH:38][CH:37]=3)=[C:19]([CH3:35])[C:20]([C:33]#[N:34])=[C:21]3[C:25]=2[O:24][C:23]([C:26]2[CH:31]=[CH:30][CH:29]=[CH:28][C:27]=2[OH:32])=[N:22]3)[CH2:4]1. The yield is 0.240. (2) The reactants are [NH2:1][C:2]1[N:7]=[CH:6][N:5]=[C:4]2[N:8]([CH2:12][C@H:13]3[CH2:17][CH2:16][CH2:15][N:14]3[C:18]([O:20][C:21]([CH3:24])([CH3:23])[CH3:22])=[O:19])[N:9]=[C:10](I)[C:3]=12.[F:25][C:26]1[CH:47]=[CH:46][CH:45]=[C:44]([F:48])[C:27]=1[O:28][C:29]1[CH:34]=[CH:33][C:32](B2OC(C)(C)C(C)(C)O2)=[CH:31][CH:30]=1.C(=O)([O-])[O-].[Na+].[Na+]. The catalyst is O1CCOCC1.O. The product is [NH2:1][C:2]1[N:7]=[CH:6][N:5]=[C:4]2[N:8]([CH2:12][C@H:13]3[CH2:17][CH2:16][CH2:15][N:14]3[C:18]([O:20][C:21]([CH3:24])([CH3:23])[CH3:22])=[O:19])[N:9]=[C:10]([C:32]3[CH:31]=[CH:30][C:29]([O:28][C:27]4[C:44]([F:48])=[CH:45][CH:46]=[CH:47][C:26]=4[F:25])=[CH:34][CH:33]=3)[C:3]=12. The yield is 0.790. (3) The reactants are [CH3:1][C:2]1[N:7]=[C:6]2[O:8][C:9]3[C:14](B4OC(C)(C)C(C)(C)O4)=[CH:13][CH:12]=[CH:11][C:10]=3[C:5]2=[CH:4][CH:3]=1.Cl[C:25]1[C:34]2[C:29](=[CH:30][CH:31]=[CH:32][CH:33]=2)[CH:28]=[CH:27][N:26]=1.COC1C=CC=C(OC)C=1C1C=CC=CC=1P(C1CCCCC1)C1CCCCC1.[O-]P([O-])([O-])=O.[K+].[K+].[K+].O. The catalyst is C1(C)C=CC=CC=1.C1C=CC(/C=C/C(/C=C/C2C=CC=CC=2)=O)=CC=1.C1C=CC(/C=C/C(/C=C/C2C=CC=CC=2)=O)=CC=1.C1C=CC(/C=C/C(/C=C/C2C=CC=CC=2)=O)=CC=1.[Pd].[Pd]. The product is [C:25]1([C:14]2[C:9]3[O:8][C:6]4[C:5]([C:10]=3[CH:11]=[CH:12][CH:13]=2)=[CH:4][CH:3]=[C:2]([CH3:1])[N:7]=4)[C:34]2[C:29](=[CH:30][CH:31]=[CH:32][CH:33]=2)[CH:28]=[CH:27][N:26]=1. The yield is 0.130. (4) The reactants are [F:1][C:2]1[CH:26]=[CH:25][CH:24]=[C:23]([F:27])[C:3]=1[C:4]([NH:6][C:7]1[S:8][C:9]([C:16]2[CH:21]=[CH:20][CH:19]=[C:18]([F:22])[CH:17]=2)=[C:10]([C:12](OC)=[O:13])[N:11]=1)=[O:5].[H-].[Al+3].[Li+].[H-].[H-].[H-]. The catalyst is C1COCC1. The product is [F:1][C:2]1[CH:26]=[CH:25][CH:24]=[C:23]([F:27])[C:3]=1[C:4]([NH:6][C:7]1[S:8][C:9]([C:16]2[CH:21]=[CH:20][CH:19]=[C:18]([F:22])[CH:17]=2)=[C:10]([CH2:12][OH:13])[N:11]=1)=[O:5]. The yield is 0.920. (5) The catalyst is ClCCCl. The reactants are [CH3:1][C:2]1[CH:11]=[CH:10][C:5]2[O:6][CH2:7][CH2:8][O:9][C:4]=2[CH:3]=1.[CH3:12][O:13]C(Cl)Cl.[Sn](Cl)(Cl)(Cl)Cl.Cl. The product is [CH3:1][C:2]1[C:11]([CH:12]=[O:13])=[CH:10][C:5]2[O:6][CH2:7][CH2:8][O:9][C:4]=2[CH:3]=1. The yield is 0.790.